From a dataset of Forward reaction prediction with 1.9M reactions from USPTO patents (1976-2016). Predict the product of the given reaction. (1) Given the reactants [Br:1][C:2]1[CH:7]=[CH:6][C:5]([O:8][CH3:9])=[C:4]([N+:10]([O-])=O)[CH:3]=1.C(N(CC)CC)C, predict the reaction product. The product is: [Br:1][C:2]1[CH:7]=[CH:6][C:5]([O:8][CH3:9])=[C:4]([CH:3]=1)[NH2:10]. (2) Given the reactants CC(C)=CCC/C(/C)=C/CC/C(/C)=C/CSC[C@H:15](NC(C)=O)[C:16](O)=[O:17].[OH-].[Na+].[Cl-].[C:29]([NH2:37])(=[O:36])[C:30]1[CH:35]=[CH:34][CH:33]=[N:32][CH:31]=1, predict the reaction product. The product is: [CH2:16]([OH:17])[CH3:15].[C:31](#[N:32])[CH3:30].[C:29]([NH2:37])(=[O:36])[C:30]1[CH:35]=[CH:34][CH:33]=[N:32][CH:31]=1. (3) The product is: [O:25]=[C:19]1[CH:18]([N:12]2[CH2:11][C:10]3[C:14](=[CH:15][CH:16]=[C:8]([CH2:7][NH:6][C:1]([NH:43][C:32]4[CH:31]=[CH:30][C:29]([S:28][C:27]([F:26])([F:38])[F:39])=[CH:34][CH:33]=4)=[S:2])[CH:9]=3)[C:13]2=[O:17])[CH2:23][CH2:22][C:21](=[O:24])[NH:20]1. Given the reactants [CH3:1][S:2](O)(=O)=O.[NH2:6][CH2:7][C:8]1[CH:9]=[C:10]2[C:14](=[CH:15][CH:16]=1)[C:13](=[O:17])[N:12]([CH:18]1[CH2:23][CH2:22][C:21](=[O:24])[NH:20][C:19]1=[O:25])[CH2:11]2.[F:26][C:27]([F:39])([F:38])[S:28][C:29]1[CH:34]=[CH:33][CH:32]=[CH:31][C:30]=1N=C=S.Cl.C(#[N:43])C, predict the reaction product. (4) Given the reactants [S:1]1[CH:5]=[CH:4][C:3]2[CH:6]=[CH:7][CH:8]=[CH:9][C:2]1=2.C1C(=O)N([Br:17])C(=O)C1.[O-]S([O-])=O.[Na+].[Na+].O, predict the reaction product. The product is: [Br:17][C:5]1[S:1][C:2]2[CH:9]=[CH:8][CH:7]=[CH:6][C:3]=2[CH:4]=1. (5) Given the reactants C[O:2][C:3]1[CH:4]=[C:5]([S:11]([N:14]2[CH:27]([CH3:28])[C:26]3[C:21](=[CH:22][CH:23]=[CH:24][CH:25]=3)[C:20]3[CH:19]=[CH:18][CH:17]=[CH:16][C:15]2=3)(=[O:13])=[O:12])[CH:6]=[CH:7][C:8]=1[O:9]C.C1CCCCC=1.B(Br)(Br)Br.ClCCl, predict the reaction product. The product is: [CH3:28][CH:27]1[C:26]2[C:21](=[CH:22][CH:23]=[CH:24][CH:25]=2)[C:20]2[CH:19]=[CH:18][CH:17]=[CH:16][C:15]=2[N:14]1[S:11]([C:5]1[CH:4]=[C:3]([OH:2])[C:8]([OH:9])=[CH:7][CH:6]=1)(=[O:13])=[O:12]. (6) Given the reactants [Na].[O:2]1[C:6]2[CH:7]=[CH:8][C:9]([C:11]3[C:12]([O:38][CH3:39])=[N:13][N:14]([CH3:37])[C:15]=3[N:16](S(C3C=CC(Cl)=CC=3)(=O)=O)[S:17]([C:20]3[CH:25]=[CH:24][C:23]([Cl:26])=[CH:22][CH:21]=3)(=[O:19])=[O:18])=[CH:10][C:5]=2[O:4][CH2:3]1.[Cl-].[NH4+].O, predict the reaction product. The product is: [O:2]1[C:6]2[CH:7]=[CH:8][C:9]([C:11]3[C:12]([O:38][CH3:39])=[N:13][N:14]([CH3:37])[C:15]=3[NH:16][S:17]([C:20]3[CH:25]=[CH:24][C:23]([Cl:26])=[CH:22][CH:21]=3)(=[O:19])=[O:18])=[CH:10][C:5]=2[O:4][CH2:3]1. (7) Given the reactants FC(F)(F)C(O)=O.[I:8][C:9]1[CH:10]=[C:11]([C:15]2[N:19]=[C:18]([CH:20]3[CH2:25][O:24][CH2:23][CH2:22][N:21]3C(OC(C)(C)C)=O)[O:17][N:16]=2)[CH:12]=[CH:13][CH:14]=1, predict the reaction product. The product is: [NH3:16].[I:8][C:9]1[CH:10]=[C:11]([C:15]2[N:19]=[C:18]([CH:20]3[CH2:25][O:24][CH2:23][CH2:22][NH:21]3)[O:17][N:16]=2)[CH:12]=[CH:13][CH:14]=1.